From a dataset of Forward reaction prediction with 1.9M reactions from USPTO patents (1976-2016). Predict the product of the given reaction. (1) Given the reactants [CH2:1]([O:8][C@@H:9]1[C@H:13]([O:14][CH2:15][C:16]2[CH:21]=[CH:20][CH:19]=[CH:18][CH:17]=2)[C@@H:12]([CH2:22][O:23][CH2:24][C:25]2[CH:30]=[CH:29][CH:28]=[CH:27][CH:26]=2)[O:11][CH:10]1[C:31](=[CH:34][N:35](C)C)[C:32]#[N:33])[C:2]1[CH:7]=[CH:6][CH:5]=[CH:4][CH:3]=1.O.[NH2:39]N.O.Cl.NN, predict the reaction product. The product is: [CH2:1]([O:8][C@@H:9]1[C@H:13]([O:14][CH2:15][C:16]2[CH:21]=[CH:20][CH:19]=[CH:18][CH:17]=2)[C@@H:12]([CH2:22][O:23][CH2:24][C:25]2[CH:30]=[CH:29][CH:28]=[CH:27][CH:26]=2)[O:11][CH:10]1[C:31](=[CH:34][NH:35][NH2:39])[C:32]#[N:33])[C:2]1[CH:7]=[CH:6][CH:5]=[CH:4][CH:3]=1. (2) Given the reactants [C:1]([CH2:4][O:5][C:6](=[O:20])[C@:7]([NH:18][NH2:19])([CH3:17])[CH2:8][C:9]1[CH:14]=[CH:13][C:12]([OH:15])=[C:11]([OH:16])[CH:10]=1)(O)=O.BrCC[CH2:24][C:25]([O:27]CC1C=CC(OC)=CC=1OC)=[O:26], predict the reaction product. The product is: [OH:16][C:11]1[CH:10]=[C:9]([CH2:8][C@@:7]([NH:18][NH2:19])([CH3:17])[C:6]([O:5][CH2:4][CH2:1][CH2:24][C:25]([OH:27])=[O:26])=[O:20])[CH:14]=[CH:13][C:12]=1[OH:15]. (3) The product is: [CH2:1]([O:8][C:9](=[O:32])[NH:10][C:11]1([CH2:15][O:16][C:17]2[CH:18]=[CH:19][C:20]([C:34]3[CH:35]=[CH:36][C:37]4[N:38]([C:40]([C:44]5[CH:49]=[N:48][C:47]([NH2:50])=[C:46]([C:51]([F:53])([F:52])[F:54])[CH:45]=5)=[C:41]([CH3:43])[N:42]=4)[N:39]=3)=[CH:21][CH:22]=2)[CH2:12][O:13][CH2:14]1)[C:2]1[CH:3]=[CH:4][CH:5]=[CH:6][CH:7]=1. Given the reactants [CH2:1]([O:8][C:9](=[O:32])[NH:10][C:11]1([CH2:15][O:16][C:17]2[CH:22]=[CH:21][C:20](B3OC(C)(C)C(C)(C)O3)=[CH:19][CH:18]=2)[CH2:14][O:13][CH2:12]1)[C:2]1[CH:7]=[CH:6][CH:5]=[CH:4][CH:3]=1.Cl[C:34]1[CH:35]=[CH:36][C:37]2[N:38]([C:40]([C:44]3[CH:45]=[C:46]([C:51]([F:54])([F:53])[F:52])[C:47]([NH2:50])=[N:48][CH:49]=3)=[C:41]([CH3:43])[N:42]=2)[N:39]=1.C(=O)([O-])[O-].[K+].[K+].C(O)C, predict the reaction product. (4) Given the reactants C(OC([N:8]1[CH2:13][CH2:12][N:11]([CH2:14][CH2:15][P:16]([O:25][CH:26]([C:28]([O:30][CH2:31][CH3:32])=[O:29])[CH3:27])([O:18][C:19]2[CH:24]=[CH:23][CH:22]=[CH:21][CH:20]=2)=[O:17])[CH2:10][CH2:9]1)=O)(C)(C)C.[F:33][C:34]([F:39])([F:38])[C:35]([OH:37])=[O:36], predict the reaction product. The product is: [F:33][C:34]([F:39])([F:38])[C:35]([OH:37])=[O:36].[CH2:31]([O:30][C:28](=[O:29])[CH:26]([O:25][P:16]([O:18][C:19]1[CH:24]=[CH:23][CH:22]=[CH:21][CH:20]=1)([CH2:15][CH2:14][N:11]1[CH2:12][CH2:13][NH:8][CH2:9][CH2:10]1)=[O:17])[CH3:27])[CH3:32]. (5) Given the reactants [CH:1]([C:4]1[C:5]([C:16]([OH:18])=O)=[N:6][CH:7]=[C:8]([N:10]2[CH2:15][CH2:14][O:13][CH2:12][CH2:11]2)[CH:9]=1)([CH3:3])[CH3:2].F[P-](F)(F)(F)(F)F.N1(OC(N(C)C)=[N+](C)C)C2N=CC=CC=2N=N1.C(N(C(C)C)CC)(C)C.[Cl:52][C:53]1[CH:60]=[CH:59][C:56]([CH2:57][NH2:58])=[CH:55][CH:54]=1, predict the reaction product. The product is: [Cl:52][C:53]1[CH:60]=[CH:59][C:56]([CH2:57][NH:58][C:16]([C:5]2[C:4]([CH:1]([CH3:2])[CH3:3])=[CH:9][C:8]([N:10]3[CH2:11][CH2:12][O:13][CH2:14][CH2:15]3)=[CH:7][N:6]=2)=[O:18])=[CH:55][CH:54]=1. (6) Given the reactants Br[C:2]1[CH:7]=[CH:6][C:5]([CH:8]=[CH2:9])=[CH:4][CH:3]=1.[NH:10]1[CH2:15][CH2:14][CH:13]([NH:16][C:17](=[O:23])[O:18][C:19]([CH3:22])([CH3:21])[CH3:20])[CH2:12][CH2:11]1.C1(C)C=CC=CC=1.C1(P(C2CCCCC2)C2C=CC=CC=2C2C(C(C)C)=CC(C(C)C)=CC=2C(C)C)CCCCC1, predict the reaction product. The product is: [C:19]([O:18][C:17](=[O:23])[NH:16][CH:13]1[CH2:14][CH2:15][N:10]([C:2]2[CH:7]=[CH:6][C:5]([CH:8]=[CH2:9])=[CH:4][CH:3]=2)[CH2:11][CH2:12]1)([CH3:22])([CH3:20])[CH3:21]. (7) The product is: [C:19]([O-:20])(=[O:26])[CH3:14].[CH3:23][O:22][C:15]1[CH:16]=[CH:17][CH:18]=[C:19]([O:20][CH3:21])[C:14]=1[CH2:13][N:7]1[CH2:6][C:5]2[C:10](=[CH:11][C:2]([CH3:24])=[CH:3][CH:4]=2)[N:9]=[C:8]1[NH3+:12]. Given the reactants Br[C:2]1[CH:11]=[C:10]2[C:5]([CH2:6][N:7]([CH2:13][C:14]3[C:19]([O:20][CH3:21])=[CH:18][CH:17]=[CH:16][C:15]=3[O:22][CH3:23])[C:8]([NH2:12])=[N:9]2)=[CH:4][CH:3]=1.[CH3:24]B1OB(C)OB(C)[O:26]1, predict the reaction product.